Dataset: TCR-epitope binding with 47,182 pairs between 192 epitopes and 23,139 TCRs. Task: Binary Classification. Given a T-cell receptor sequence (or CDR3 region) and an epitope sequence, predict whether binding occurs between them. (1) The epitope is LEPLVDLPI. The TCR CDR3 sequence is CASSVEDYEQYF. Result: 1 (the TCR binds to the epitope). (2) The epitope is FIAGLIAIV. The TCR CDR3 sequence is CAIKGTSGTTDTQYF. Result: 0 (the TCR does not bind to the epitope). (3) The epitope is CINGVCWTV. Result: 0 (the TCR does not bind to the epitope). The TCR CDR3 sequence is CASSSGGATDYTF. (4) The epitope is HTTDPSFLGRY. The TCR CDR3 sequence is CASSYYAGVETQYF. Result: 1 (the TCR binds to the epitope).